This data is from Full USPTO retrosynthesis dataset with 1.9M reactions from patents (1976-2016). The task is: Predict the reactants needed to synthesize the given product. (1) Given the product [CH3:10][Si:11]([CH3:26])([CH3:27])[C:12]1[CH:13]=[CH:14][CH:15]=[C:16]2[C:20]=1[N:19]([CH2:5][C:4]1[CH:7]=[CH:8][CH:9]=[C:2]([F:1])[CH:3]=1)[C:18]([C:21]([O:23][CH2:24][CH3:25])=[O:22])=[CH:17]2, predict the reactants needed to synthesize it. The reactants are: [F:1][C:2]1[CH:3]=[C:4]([CH:7]=[CH:8][CH:9]=1)[CH2:5]Br.[CH3:10][Si:11]([CH3:27])([CH3:26])[C:12]1[CH:13]=[CH:14][CH:15]=[C:16]2[C:20]=1[NH:19][C:18]([C:21]([O:23][CH2:24][CH3:25])=[O:22])=[CH:17]2.C(=O)([O-])[O-].[K+].[K+]. (2) The reactants are: Cl[C:2]1[CH:3]=[CH:4][C:5]2[CH:6]([CH3:21])[N:7]([CH3:20])[CH2:8][C@@H:9]([C:13]3[CH:18]=[CH:17][C:16]([F:19])=[CH:15][N:14]=3)[O:10][C:11]=2[N:12]=1.[CH3:22][O:23][C:24]1[N:29]=[C:28]([NH2:30])[CH:27]=[CH:26][C:25]=1[C:31]1[CH:32]=[N:33][N:34]([CH3:36])[CH:35]=1.C(=O)([O-])[O-].[Cs+].[Cs+].CC1(C)C2C(=C(P(C3C=CC=CC=3)C3C=CC=CC=3)C=CC=2)OC2C(P(C3C=CC=CC=3)C3C=CC=CC=3)=CC=CC1=2. Given the product [F:19][C:16]1[CH:17]=[CH:18][C:13]([C@@H:9]2[CH2:8][N:7]([CH3:20])[CH:6]([CH3:21])[C:5]3[CH:4]=[CH:3][C:2]([NH:30][C:28]4[CH:27]=[CH:26][C:25]([C:31]5[CH:32]=[N:33][N:34]([CH3:36])[CH:35]=5)=[C:24]([O:23][CH3:22])[N:29]=4)=[N:12][C:11]=3[O:10]2)=[N:14][CH:15]=1, predict the reactants needed to synthesize it. (3) The reactants are: C(O[K])(C)(C)C.[CH2:7]([O:9][C:10]([CH2:12][CH2:13][N:14]1[CH2:19][CH2:18][CH2:17][CH:16]([C:20]([O:22]CC)=O)[CH2:15]1)=[O:11])[CH3:8].CCO. Given the product [CH2:7]([O:9][C:10]([C:12]1[CH2:13][N:14]2[CH2:15][CH:16]([C:20]=1[OH:22])[CH2:17][CH2:18][CH2:19]2)=[O:11])[CH3:8], predict the reactants needed to synthesize it. (4) Given the product [Cl:6][C:7]1[C:12]([N:1]2[CH2:5][CH2:4][CH2:3][CH2:2]2)=[CH:11][C:10]([NH2:14])=[C:9]([N+:15]([O-:17])=[O:16])[CH:8]=1, predict the reactants needed to synthesize it. The reactants are: [NH:1]1[CH2:5][CH2:4][CH2:3][CH2:2]1.[Cl:6][C:7]1[C:12](Cl)=[CH:11][C:10]([NH2:14])=[C:9]([N+:15]([O-:17])=[O:16])[CH:8]=1.